Dataset: Catalyst prediction with 721,799 reactions and 888 catalyst types from USPTO. Task: Predict which catalyst facilitates the given reaction. (1) Reactant: [I:1][C:2]1[C:10]2[C:5](=[N:6][CH:7]=[N:8][C:9]=2[NH2:11])[NH:4][N:3]=1.C1(P(C2C=CC=CC=2)C2C=CC=CC=2)C=CC=CC=1.CC(OC(/N=N/C(OC(C)C)=O)=O)C.[CH3:45][O:46][CH2:47][CH2:48][O:49][CH:50]1[CH2:55][CH2:54][CH:53](O)[CH2:52][CH2:51]1. Product: [I:1][C:2]1[C:10]2[C:5](=[N:6][CH:7]=[N:8][C:9]=2[NH2:11])[N:4]([C@H:53]2[CH2:54][CH2:55][C@H:50]([O:49][CH2:48][CH2:47][O:46][CH3:45])[CH2:51][CH2:52]2)[N:3]=1. The catalyst class is: 7. (2) Reactant: C([O:3][C:4](=[O:14])[C:5]([C:7]1[CH:11]=[C:10]([Cl:12])[S:9][C:8]=1[Cl:13])=[O:6])C.[OH-].[Na+].Cl. Product: [Cl:13][C:8]1[S:9][C:10]([Cl:12])=[CH:11][C:7]=1[C:5](=[O:6])[C:4]([OH:14])=[O:3]. The catalyst class is: 6. (3) The catalyst class is: 26. Product: [F:17][C:18]1[CH:19]=[CH:20][C:21]([NH:24][CH2:1][C@@H:3]2[CH2:8][CH2:7][C@H:6]([CH3:9])[CH2:5][N:4]2[C:10]([O:12][C:13]([CH3:16])([CH3:15])[CH3:14])=[O:11])=[N:22][CH:23]=1. Reactant: [CH:1]([C@@H:3]1[CH2:8][CH2:7][C@H:6]([CH3:9])[CH2:5][N:4]1[C:10]([O:12][C:13]([CH3:16])([CH3:15])[CH3:14])=[O:11])=O.[F:17][C:18]1[CH:19]=[CH:20][C:21]([NH2:24])=[N:22][CH:23]=1.CC(O)=O.C(O[BH-](OC(=O)C)OC(=O)C)(=O)C.[Na+]. (4) Reactant: [CH2:1]([O:8][C:9]1[N:14]=[C:13]([NH:15][C:16]2[CH:21]=[CH:20][CH:19]=[CH:18][C:17]=2[Cl:22])[C:12]([N+:23]([O-])=O)=[CH:11][CH:10]=1)[C:2]1[CH:7]=[CH:6][CH:5]=[CH:4][CH:3]=1.C1N=CN([C:31](N2C=NC=C2)=[O:32])C=1. Product: [CH2:1]([O:8][C:9]1[N:14]=[C:13]2[N:15]([C:16]3[CH:21]=[CH:20][CH:19]=[CH:18][C:17]=3[Cl:22])[C:31](=[O:32])[NH:23][C:12]2=[CH:11][CH:10]=1)[C:2]1[CH:7]=[CH:6][CH:5]=[CH:4][CH:3]=1. The catalyst class is: 94. (5) Reactant: [NH2:1][C@@H:2]([CH2:20][S:21][CH2:22][C@H:23]([O:39][C:40](=[O:52])[CH2:41][CH2:42][CH2:43][CH2:44][CH2:45][CH2:46][CH2:47][CH2:48][CH2:49][CH2:50][CH3:51])[CH2:24][O:25][C:26](=[O:38])[CH2:27][CH2:28][CH2:29][CH2:30][CH2:31][CH2:32][CH2:33][CH2:34][CH2:35][CH2:36][CH3:37])[C:3]([NH:5][CH2:6][CH2:7][CH2:8][C:9]([P:12](=[O:19])([O:16]CC)[O:13]CC)([F:11])[F:10])=[O:4].C[Si](Br)(C)C. Product: [NH2:1][C@@H:2]([CH2:20][S:21][CH2:22][C@H:23]([O:39][C:40](=[O:52])[CH2:41][CH2:42][CH2:43][CH2:44][CH2:45][CH2:46][CH2:47][CH2:48][CH2:49][CH2:50][CH3:51])[CH2:24][O:25][C:26](=[O:38])[CH2:27][CH2:28][CH2:29][CH2:30][CH2:31][CH2:32][CH2:33][CH2:34][CH2:35][CH2:36][CH3:37])[C:3]([NH:5][CH2:6][CH2:7][CH2:8][C:9]([P:12](=[O:13])([OH:19])[OH:16])([F:11])[F:10])=[O:4]. The catalyst class is: 2. (6) Reactant: [Cl:1][C:2]1[CH:7]=[CH:6][C:5]([C:8]([F:11])([F:10])[F:9])=[CH:4][C:3]=1[S:12]([NH:15][C@@H:16]1CCN(C(OC(C)(C)C)=O)C1)(=[O:14])=[O:13].C([O-])([O-])=O.[K+].[K+].BrC.C1C=CC(P(C2C=CC=CC=2)C2C=CC=CC=2)=CC=1.C[CH2:56][N:57]([CH:61]([CH3:63])C)[CH:58]([CH3:60])C.BrC#[N:66].C(O)C(N)(CO)CO. Product: [Cl:1][C:2]1[CH:7]=[CH:6][C:5]([C:8]([F:10])([F:11])[F:9])=[CH:4][C:3]=1[S:12]([N:15]([C@@H:63]1[CH2:60][CH2:58][N:57]([C:56]#[N:66])[CH2:61]1)[CH3:16])(=[O:13])=[O:14]. The catalyst class is: 21. (7) Reactant: [NH2:1][C:2]1[CH:3]=[C:4]([CH:9]([CH3:31])[C:10]([NH:12][CH2:13][C:14]2[C:15]([N:24]3[CH2:29][CH2:28][CH:27]([CH3:30])[CH2:26][CH2:25]3)=[N:16][C:17]([C:20]([F:23])([F:22])[F:21])=[CH:18][CH:19]=2)=[O:11])[CH:5]=[CH:6][C:7]=1[NH2:8].[CH:32](OCC)(OCC)OCC. Product: [NH:8]1[C:7]2[CH:6]=[CH:5][C:4]([CH:9]([CH3:31])[C:10]([NH:12][CH2:13][C:14]3[C:15]([N:24]4[CH2:25][CH2:26][CH:27]([CH3:30])[CH2:28][CH2:29]4)=[N:16][C:17]([C:20]([F:23])([F:21])[F:22])=[CH:18][CH:19]=3)=[O:11])=[CH:3][C:2]=2[N:1]=[CH:32]1. The catalyst class is: 6.